This data is from Catalyst prediction with 721,799 reactions and 888 catalyst types from USPTO. The task is: Predict which catalyst facilitates the given reaction. (1) Reactant: [H-].[Na+].[NH:3]1[CH:7]=[CH:6][CH:5]=[N:4]1.[C:8]([O:12][C:13]([N:15]1[CH2:19][CH2:18][CH2:17][C@@H:16]1[CH2:20]OS(C)(=O)=O)=[O:14])([CH3:11])([CH3:10])[CH3:9].O. Product: [C:8]([O:12][C:13]([N:15]1[CH2:19][CH2:18][CH2:17][C@@H:16]1[CH2:20][N:3]1[CH:7]=[CH:6][CH:5]=[N:4]1)=[O:14])([CH3:11])([CH3:9])[CH3:10]. The catalyst class is: 9. (2) Reactant: [CH:1]1([N:4]2[CH2:9][CH2:8][N:7]([C:10]3[S:11][C:12]4[CH:18]=[C:17]([NH2:19])[CH:16]=[CH:15][C:13]=4[N:14]=3)[CH2:6][CH2:5]2)[CH2:3][CH2:2]1.[H-].[Na+].Cl[CH2:23][CH2:24][CH2:25][S:26](Cl)(=[O:28])=[O:27]. Product: [CH:1]1([N:4]2[CH2:5][CH2:6][N:7]([C:10]3[S:11][C:12]4[CH:18]=[C:17]([N:19]5[CH2:23][CH2:24][CH2:25][S:26]5(=[O:28])=[O:27])[CH:16]=[CH:15][C:13]=4[N:14]=3)[CH2:8][CH2:9]2)[CH2:3][CH2:2]1. The catalyst class is: 3. (3) Reactant: [CH:1]1[C:13]2[CH:12]([CH2:14][O:15][C:16]([NH:18][C@@H:19]([CH2:24][C:25]3[CH:30]=[CH:29][C:28]([N+:31]([O-])=O)=[CH:27][CH:26]=3)[C:20]([O:22][CH3:23])=[O:21])=[O:17])[C:11]3[C:6](=[CH:7][CH:8]=[CH:9][CH:10]=3)[C:5]=2[CH:4]=[CH:3][CH:2]=1.Cl.[H][H]. Product: [CH:1]1[C:13]2[CH:12]([CH2:14][O:15][C:16]([NH:18][C@@H:19]([CH2:24][C:25]3[CH:26]=[CH:27][C:28]([NH2:31])=[CH:29][CH:30]=3)[C:20]([O:22][CH3:23])=[O:21])=[O:17])[C:11]3[C:6](=[CH:7][CH:8]=[CH:9][CH:10]=3)[C:5]=2[CH:4]=[CH:3][CH:2]=1. The catalyst class is: 123. (4) Reactant: [OH:1][C@H:2]1[CH2:7][CH2:6][C@H:5]([NH:8][C:9]([C:11]2[CH:16]=[CH:15][C:14]([C:17]3[CH:22]=[CH:21][C:20]([CH2:23][C@H:24]([NH:39][C:40]([C@H:42]4[CH2:47][CH2:46][C@H:45]([CH2:48][NH:49]C(=O)OC(C)(C)C)[CH2:44][CH2:43]4)=[O:41])[C:25](=[O:38])[NH:26][C:27]4[CH:32]=[CH:31][C:30]([C:33]5[N:34]=[N:35][NH:36][N:37]=5)=[CH:29][CH:28]=4)=[CH:19][CH:18]=3)=[C:13]([CH3:57])[CH:12]=2)=[O:10])[CH2:4][CH2:3]1.[ClH:58]. Product: [ClH:58].[NH2:49][CH2:48][C@H:45]1[CH2:46][CH2:47][C@H:42]([C:40]([NH:39][C@H:24]([C:25](=[O:38])[NH:26][C:27]2[CH:28]=[CH:29][C:30]([C:33]3[N:34]=[N:35][NH:36][N:37]=3)=[CH:31][CH:32]=2)[CH2:23][C:20]2[CH:21]=[CH:22][C:17]([C:14]3[CH:15]=[CH:16][C:11]([C:9]([NH:8][C@H:5]4[CH2:4][CH2:3][C@H:2]([OH:1])[CH2:7][CH2:6]4)=[O:10])=[CH:12][C:13]=3[CH3:57])=[CH:18][CH:19]=2)=[O:41])[CH2:43][CH2:44]1. The catalyst class is: 12.